From a dataset of Reaction yield outcomes from USPTO patents with 853,638 reactions. Predict the reaction yield, written as a fraction of the theoretical maximum amount of product (1.0 means a 100% yield; for example, 0.34 means a 34% yield). (1) The reactants are [OH:1][CH2:2][C@@H:3]([NH:6][C:7](=[O:13])[O:8][C:9]([CH3:12])([CH3:11])[CH3:10])[CH:4]=[CH2:5].[C@H]1(N[C:21]([C:23]2C3C(=CC=CC=3)C=[CH:25][C:24]=2P(C2C=CC=CC=2)C2C=CC=CC=2)=[O:22])CCCC[C@@H]1N[C:21]([C:23]1C2C(=CC=CC=2)C=[CH:25][C:24]=1P(C1C=CC=CC=1)C1C=CC=CC=1)=[O:22].C(B(CC)CC)C.C1COCC1.C(C1CO1)=C. The catalyst is CN(C)C1C=CN=CC=1.ClCCl.C([O-])(O)=O.[Na+].C1C=CC(/C=C/C(/C=C/C2C=CC=CC=2)=O)=CC=1.C1C=CC(/C=C/C(/C=C/C2C=CC=CC=2)=O)=CC=1.C1C=CC(/C=C/C(/C=C/C2C=CC=CC=2)=O)=CC=1.[Pd].[Pd]. The product is [OH:22][CH2:21][CH:23]([O:1][CH2:2][C@@H:3]([NH:6][C:7](=[O:13])[O:8][C:9]([CH3:12])([CH3:11])[CH3:10])[CH:4]=[CH2:5])[CH:24]=[CH2:25]. The yield is 0.490. (2) The reactants are [CH2:1]([O:3][C:4]([C:6]1[C:7]([CH3:26])=[C:8]([C:19]([O:21][C:22]([CH3:25])([CH3:24])[CH3:23])=[O:20])[NH:9][C:10]=1[CH2:11][CH2:12][CH2:13]OS(C)(=O)=O)=[O:5])[CH3:2].C(OCC)(=O)C.CO.[N:35]1([CH2:40][CH2:41][NH2:42])[CH2:39][CH2:38][CH2:37][CH2:36]1. No catalyst specified. The product is [CH2:1]([O:3][C:4]([C:6]1[C:7]([CH3:26])=[C:8]([C:19]([O:21][C:22]([CH3:25])([CH3:24])[CH3:23])=[O:20])[NH:9][C:10]=1[CH2:11][CH2:12][CH2:13][NH:42][CH2:41][CH2:40][N:35]1[CH2:39][CH2:38][CH2:37][CH2:36]1)=[O:5])[CH3:2]. The yield is 0.635. (3) The reactants are [O:1]1[C:5]2[CH:6]=[CH:7][C:8]([C:10]3([C:13]([OH:15])=O)[CH2:12][CH2:11]3)=[CH:9][C:4]=2[O:3][CH2:2]1.S(Cl)(Cl)=O.[Br:20][C:21]1[CH:22]=[CH:23][C:24]([NH2:27])=[N:25][CH:26]=1. The catalyst is CN(C=O)C.N1C=CC=CC=1. The product is [O:1]1[C:5]2[CH:6]=[CH:7][C:8]([C:10]3([C:13]([NH:27][C:24]4[CH:23]=[CH:22][C:21]([Br:20])=[CH:26][N:25]=4)=[O:15])[CH2:11][CH2:12]3)=[CH:9][C:4]=2[O:3][CH2:2]1. The yield is 0.810. (4) The reactants are [CH:1]1[C:13]2[CH:12]([CH2:14][O:15]C(Cl)=O)[C:11]3[C:6](=[CH:7][CH:8]=[CH:9][CH:10]=3)[C:5]=2[CH:4]=[CH:3][CH:2]=1.[NH2:19][C@H:20]1[CH2:43][CH2:42][C@@:41]2([CH3:44])[C@H:22]([CH2:23][C@@H:24]([OH:47])[C@@H:25]3[C@@H:40]2[CH2:39][C@H:38]([OH:45])[C@@:37]2([CH3:46])[C@H:26]3[CH2:27][CH2:28][C@@H:29]2[C@H:30]([CH3:36])[CH2:31][CH2:32][C:33]([OH:35])=[O:34])[CH2:21]1.O. The catalyst is O1CCOCC1.C([O-])([O-])=O.[Na+].[Na+]. The product is [CH:1]1[C:13]2[CH:12]([CH2:14][O:15][NH:19][C@H:20]3[CH2:43][CH2:42][C@@:41]4([CH3:44])[C@H:22]([CH2:23][C@@H:24]([OH:47])[C@@H:25]5[C@@H:40]4[CH2:39][C@H:38]([OH:45])[C@@:37]4([CH3:46])[C@H:26]5[CH2:27][CH2:28][C@@H:29]4[C@H:30]([CH3:36])[CH2:31][CH2:32][C:33]([OH:35])=[O:34])[CH2:21]3)[C:11]3[C:6](=[CH:7][CH:8]=[CH:9][CH:10]=3)[C:5]=2[CH:4]=[CH:3][CH:2]=1. The yield is 0.710. (5) The reactants are Cl[C:2]1[N:10]=[C:9]([O:11][CH2:12][C:13]([F:16])([F:15])[F:14])[C:8]([F:17])=[CH:7][C:3]=1[C:4]([OH:6])=[O:5].CCCCCCCCCCCCN. No catalyst specified. The product is [F:17][C:8]1[C:9]([O:11][CH2:12][C:13]([F:15])([F:16])[F:14])=[N:10][CH:2]=[C:3]([CH:7]=1)[C:4]([OH:6])=[O:5]. The yield is 0.750. (6) The reactants are [CH3:1][NH:2][C:3]1[CH:4]=[CH:5][C:6]2[CH2:12][CH2:11][N:10]([C:13]([O:15][C:16]([CH3:19])([CH3:18])[CH3:17])=[O:14])[CH2:9][CH2:8][C:7]=2[N:20]=1.[C:21](Cl)(=[O:23])[CH3:22].C(N(CC)CC)C. The catalyst is ClCCl. The product is [C:21]([N:2]([CH3:1])[C:3]1[CH:4]=[CH:5][C:6]2[CH2:12][CH2:11][N:10]([C:13]([O:15][C:16]([CH3:17])([CH3:18])[CH3:19])=[O:14])[CH2:9][CH2:8][C:7]=2[N:20]=1)(=[O:23])[CH3:22]. The yield is 0.533. (7) The reactants are O=P(Cl)(Cl)Cl.CN([CH:9]=[O:10])C.O=P(Cl)(Cl)Cl.[Cl:16][C:17]1[CH:18]=[CH:19][C:20]2[O:25][CH:24]([C:26]([N:28]3[CH2:33][CH2:32][C:31]([CH2:36][C:37]4[CH:42]=[CH:41][C:40]([F:43])=[CH:39][CH:38]=4)([C:34]#[N:35])[CH2:30][CH2:29]3)=[O:27])[CH2:23][NH:22][C:21]=2[CH:44]=1. The catalyst is CN(C=O)C. The product is [Cl:16][C:17]1[C:18]([CH:9]=[O:10])=[CH:19][C:20]2[O:25][CH:24]([C:26]([N:28]3[CH2:33][CH2:32][C:31]([CH2:36][C:37]4[CH:38]=[CH:39][C:40]([F:43])=[CH:41][CH:42]=4)([C:34]#[N:35])[CH2:30][CH2:29]3)=[O:27])[CH2:23][NH:22][C:21]=2[CH:44]=1. The yield is 0.799. (8) The reactants are [F:1][C:2]1[CH:3]=[C:4](B(O)O)[CH:5]=[CH:6][C:7]=1[O:8][CH3:9].Br[C:14]1[CH:15]=[C:16]([C:28]([O:30][CH3:31])=[O:29])[C:17]2[NH:18][C:19]3[CH:20]=[C:21]([Cl:27])[CH:22]=[CH:23][C:24]=3[C:25]=2[N:26]=1.[O-]P([O-])([O-])=O.[K+].[K+].[K+].C1(P(C2CCCCC2)C2C=CC=CC=2C2C(OC)=CC=CC=2OC)CCCCC1. The catalyst is CC([O-])=O.CC([O-])=O.[Pd+2]. The product is [Cl:27][C:21]1[CH:22]=[CH:23][C:24]2[C:25]3[N:26]=[C:14]([C:4]4[CH:5]=[CH:6][C:7]([O:8][CH3:9])=[C:2]([F:1])[CH:3]=4)[CH:15]=[C:16]([C:28]([O:30][CH3:31])=[O:29])[C:17]=3[NH:18][C:19]=2[CH:20]=1. The yield is 0.760. (9) The reactants are [CH3:1][C:2]([NH:6][C:7](=[O:12])[O:8][CH2:9][CH2:10]Cl)([C:4]#[CH:5])[CH3:3].[H-].[Na+].Cl. The catalyst is C1COCC1. The product is [CH3:1][C:2]([N:6]1[CH2:10][CH2:9][O:8][C:7]1=[O:12])([C:4]#[CH:5])[CH3:3]. The yield is 0.670.